Dataset: Forward reaction prediction with 1.9M reactions from USPTO patents (1976-2016). Task: Predict the product of the given reaction. Given the reactants [CH:1]([O:3][CH2:4][CH2:5][CH2:6][CH2:7][CH2:8][CH2:9][O:10][C:11]1[CH:19]=[CH:18][C:14]([C:15](O)=[O:16])=[CH:13][CH:12]=1)=[CH2:2].[OH:20][C:21]1[CH:85]=[CH:84][C:24]([CH2:25][NH:26][C:27]2[C:36]3[C:31](=[CH:32][CH:33]=[CH:34][CH:35]=3)[C:30](/[N:37]=[N:38]/[C:39]3[CH:83]=[CH:82][C:42]([C:43]([O:45][CH2:46][CH2:47][CH2:48][CH2:49][CH2:50][CH2:51][O:52][C:53](=[O:81])[C:54]4[CH:59]=[CH:58][C:57](/[N:60]=[N:61]/[C:62]5[C:71]6[C:66](=[CH:67][CH:68]=[CH:69][CH:70]=6)[C:65]([NH:72][CH2:73][C:74]6[CH:79]=[CH:78][C:77]([OH:80])=[CH:76][CH:75]=6)=[CH:64][CH:63]=5)=[CH:56][CH:55]=4)=[O:44])=[CH:41][CH:40]=3)=[CH:29][CH:28]=2)=[CH:23][CH:22]=1, predict the reaction product. The product is: [CH:1]([O:3][CH2:4][CH2:5][CH2:6][CH2:7][CH2:8][CH2:9][O:10][C:11]1[CH:12]=[CH:13][C:14]([C:15]([O:20][C:21]2[CH:22]=[CH:23][C:24]([CH2:25][NH:26][C:27]3[C:36]4[C:31](=[CH:32][CH:33]=[CH:34][CH:35]=4)[C:30](/[N:37]=[N:38]/[C:39]4[CH:40]=[CH:41][C:42]([C:43]([O:45][CH2:46][CH2:47][CH2:48][CH2:49][CH2:50][CH2:51][O:52][C:53](=[O:81])[C:54]5[CH:59]=[CH:58][C:57](/[N:60]=[N:61]/[C:62]6[C:71]7[C:66](=[CH:67][CH:68]=[CH:69][CH:70]=7)[C:65]([NH:72][CH2:73][C:74]7[CH:75]=[CH:76][C:77]([O:80][C:15](=[O:16])[C:14]8[CH:18]=[CH:19][C:11]([O:10][CH2:9][CH2:8][CH2:7][CH2:6][CH2:5][CH2:4][O:3][CH:1]=[CH2:2])=[CH:12][CH:13]=8)=[CH:78][CH:79]=7)=[CH:64][CH:63]=6)=[CH:56][CH:55]=5)=[O:44])=[CH:82][CH:83]=4)=[CH:29][CH:28]=3)=[CH:84][CH:85]=2)=[O:16])=[CH:18][CH:19]=1)=[CH2:2].